Dataset: Catalyst prediction with 721,799 reactions and 888 catalyst types from USPTO. Task: Predict which catalyst facilitates the given reaction. Reactant: [C:1]1([C:7]#[C:8][C:9]2([OH:15])[CH2:14][CH2:13][NH:12][CH2:11][CH2:10]2)[CH:6]=[CH:5][CH:4]=[CH:3][CH:2]=1.[H-].[Al+3].[Li+].[H-].[H-].[H-].O.O.O.O.O.O.O.O.O.O.[O-]S([O-])(=O)=O.[Na+].[Na+].S([O-])([O-])(=O)=O.[Mg+2]. Product: [C:1]1(/[CH:7]=[CH:8]/[C:9]2([OH:15])[CH2:14][CH2:13][NH:12][CH2:11][CH2:10]2)[CH:2]=[CH:3][CH:4]=[CH:5][CH:6]=1. The catalyst class is: 7.